This data is from Forward reaction prediction with 1.9M reactions from USPTO patents (1976-2016). The task is: Predict the product of the given reaction. (1) Given the reactants [CH3:1][C:2]1[S:6][C:5]([NH:7][C:8](=[O:31])[C:9]2[CH:14]=[CH:13][C:12]([O:15][C:16]3[CH:21]=[CH:20][N:19]=[C:18]4[NH:22][N:23]=[C:24]([NH:25][CH:26]5[CH2:30][CH2:29][NH:28][CH2:27]5)[C:17]=34)=[CH:11][CH:10]=2)=[N:4][CH:3]=1.[CH2:32]([N:34]=[C:35]=[O:36])[CH3:33].O, predict the reaction product. The product is: [CH2:32]([NH:34][C:35]([N:28]1[CH2:29][CH2:30][C@@H:26]([NH:25][C:24]2[C:17]3[C:18](=[N:19][CH:20]=[CH:21][C:16]=3[O:15][C:12]3[CH:13]=[CH:14][C:9]([C:8](=[O:31])[NH:7][C:5]4[S:6][C:2]([CH3:1])=[CH:3][N:4]=4)=[CH:10][CH:11]=3)[NH:22][N:23]=2)[CH2:27]1)=[O:36])[CH3:33]. (2) Given the reactants [C:1]1([C:8]2[CH:13]=[CH:12][CH:11]=[CH:10][CH:9]=2)[C:2]([NH2:7])=[CH:3][CH:4]=[CH:5][CH:6]=1.[F:14][C:15]([F:30])([F:29])[C:16]1[CH:17]=[C:18]([CH:22]=[C:23]([C:25]([F:28])([F:27])[F:26])[CH:24]=1)[C:19](Cl)=[O:20].Br[CH2:32][C:33](OCC)=[O:34], predict the reaction product. The product is: [F:14][C:15]([F:30])([F:29])[C:16]1[CH:17]=[C:18]([CH:22]=[C:23]([C:25]([F:28])([F:27])[F:26])[CH:24]=1)[C:19]([N:7]1[CH2:32][C:33](=[O:34])[C:13]2[CH:12]=[CH:11][CH:10]=[CH:9][C:8]=2[C:1]2[CH:6]=[CH:5][CH:4]=[CH:3][C:2]1=2)=[O:20]. (3) Given the reactants [F:1][C:2]1[CH:9]=[CH:8][C:5]([CH:6]=O)=[CH:4][CH:3]=1.[NH2:10][OH:11].Cl.C([O-])([O-])=O.[Na+].[Na+], predict the reaction product. The product is: [F:1][C:2]1[CH:9]=[CH:8][C:5]([CH:6]=[N:10][OH:11])=[CH:4][CH:3]=1. (4) Given the reactants ClCCl.[Cl:4][C:5]1[C:10]([NH2:11])=[C:9]([NH:12][CH2:13][CH:14]([CH3:16])[CH3:15])[CH:8]=[C:7]([CH3:17])[N:6]=1.[CH2:18]([O:20][CH2:21][C:22](Cl)=[O:23])[CH3:19], predict the reaction product. The product is: [Cl:4][C:5]1[C:10]([NH:11][C:22](=[O:23])[CH2:21][O:20][CH2:18][CH3:19])=[C:9]([NH:12][CH2:13][CH:14]([CH3:15])[CH3:16])[CH:8]=[C:7]([CH3:17])[N:6]=1. (5) Given the reactants [CH2:1]([O:8][C:9](=[O:14])[NH:10][CH2:11][CH:12]=[CH2:13])[C:2]1[CH:7]=[CH:6][CH:5]=[CH:4][CH:3]=1.C1C=C(Cl)C=C(C(OO)=[O:23])C=1.[OH-].[Na+], predict the reaction product. The product is: [CH2:1]([O:8][C:9](=[O:14])[NH:10][CH2:11][CH:12]1[CH2:13][O:23]1)[C:2]1[CH:7]=[CH:6][CH:5]=[CH:4][CH:3]=1.